Predict the reactants needed to synthesize the given product. From a dataset of Full USPTO retrosynthesis dataset with 1.9M reactions from patents (1976-2016). (1) Given the product [N+:27]([C:30]1[CH:31]=[C:32]([CH:54]=[C:55]([N+:57]([O-:59])=[O:58])[CH:56]=1)[C:33]([O:35][CH2:36][CH2:37][CH2:38][CH2:39][CH2:40][CH2:41][O:42][C:43](=[O:53])/[CH:44]=[CH:45]/[C:46]1[CH:47]=[CH:48][C:49]([O:13][C:12]([CH:9]2[CH2:8][CH2:7][CH:6]([CH2:1][CH2:2][CH2:3][CH2:4][CH3:5])[CH2:11][CH2:10]2)=[O:14])=[CH:50][CH:51]=1)=[O:34])([O-:29])=[O:28], predict the reactants needed to synthesize it. The reactants are: [CH2:1]([CH:6]1[CH2:11][CH2:10][CH:9]([C:12]([OH:14])=[O:13])[CH2:8][CH2:7]1)[CH2:2][CH2:3][CH2:4][CH3:5].Cl.CN(C)CCCN=C=NCC.[N+:27]([C:30]1[CH:31]=[C:32]([CH:54]=[C:55]([N+:57]([O-:59])=[O:58])[CH:56]=1)[C:33]([O:35][CH2:36][CH2:37][CH2:38][CH2:39][CH2:40][CH2:41][O:42][C:43](=[O:53])/[CH:44]=[CH:45]/[C:46]1[CH:51]=[CH:50][C:49](O)=[CH:48][CH:47]=1)=[O:34])([O-:29])=[O:28]. (2) Given the product [O:1]1[CH:5]=[CH:4][CH:3]=[C:2]1[C:6]1[N:11]=[C:10]([N:17]2[CH:21]=[N:20][CH:19]=[N:18]2)[N:9]=[C:8]([NH2:16])[CH:7]=1, predict the reactants needed to synthesize it. The reactants are: [O:1]1[CH:5]=[CH:4][CH:3]=[C:2]1[C:6]1[N:11]=[C:10](S(C)(=O)=O)[N:9]=[C:8]([NH2:16])[CH:7]=1.[NH:17]1[CH:21]=[N:20][CH:19]=[N:18]1.C(=O)([O-])[O-].[K+].[K+].O.